From a dataset of Forward reaction prediction with 1.9M reactions from USPTO patents (1976-2016). Predict the product of the given reaction. (1) Given the reactants [Cl:1][C:2]1[CH:7]=[C:6](Cl)[CH:5]=[CH:4][C:3]=1[SH:9].S[CH2:11][CH2:12][C:13]([O:15][CH3:16])=[O:14].NCCC[CH2:21][CH2:22][CH2:23][OH:24].[C:25]([N:28]1[CH2:33][CH2:32][NH:31][CH2:30][CH2:29]1)(=[O:27])[CH3:26], predict the reaction product. The product is: [C:13]([CH2:12][CH2:11][S:9][C:3]1[CH:4]=[CH:5][C:6](/[CH:21]=[CH:22]/[C:23]([N:31]2[CH2:32][CH2:33][N:28]([C:25](=[O:27])[CH3:26])[CH2:29][CH2:30]2)=[O:24])=[CH:7][C:2]=1[Cl:1])([O:15][CH3:16])=[O:14]. (2) The product is: [ClH:34].[CH3:1][S:2]([CH2:5][C:6]([N:8]1[CH2:9][C:10]2([C:18]3[C:13](=[CH:14][C:15]([C:19]4[CH2:23][C:22]([C:28]5[CH:29]=[C:30]([Cl:36])[C:31]([Cl:35])=[C:32]([Cl:34])[CH:33]=5)([C:24]([F:26])([F:27])[F:25])[NH:21][N:20]=4)=[CH:16][CH:17]=3)[CH2:12][O:11]2)[CH2:44]1)=[O:7])(=[O:3])=[O:4]. Given the reactants [CH3:1][S:2]([CH2:5][C:6]([N:8]1[CH2:44][C:10]2([C:18]3[C:13](=[CH:14][C:15]([C:19]4[CH2:23][C:22]([C:28]5[CH:33]=[C:32]([Cl:34])[C:31]([Cl:35])=[C:30]([Cl:36])[CH:29]=5)([C:24]([F:27])([F:26])[F:25])[N:21](C(OC(C)(C)C)=O)[N:20]=4)=[CH:16][CH:17]=3)[CH2:12][O:11]2)[CH2:9]1)=[O:7])(=[O:4])=[O:3], predict the reaction product. (3) Given the reactants [Cl:1][C:2]1[CH:3]=[C:4]([CH:8]=[C:9]([CH3:11])[N:10]=1)[C:5]([OH:7])=O.P(Cl)(Cl)(Cl)=O.[F:17][C:18]1[CH:23]=[CH:22][C:21]([C:24]2[N:25]=[C:26]3[CH:31]=[CH:30][CH:29]=[N:28][N:27]3[C:32]=2[C:33]2[CH:38]=[CH:37][N:36]=[C:35]([NH2:39])[CH:34]=2)=[CH:20][C:19]=1[CH3:40].C(N(CC)CC)C.C(=O)([O-])O.[Na+], predict the reaction product. The product is: [Cl:1][C:2]1[CH:3]=[C:4]([CH:8]=[C:9]([CH3:11])[N:10]=1)[C:5]([NH:39][C:35]1[CH:34]=[C:33]([C:32]2[N:27]3[N:28]=[CH:29][CH:30]=[CH:31][C:26]3=[N:25][C:24]=2[C:21]2[CH:22]=[CH:23][C:18]([F:17])=[C:19]([CH3:40])[CH:20]=2)[CH:38]=[CH:37][N:36]=1)=[O:7]. (4) Given the reactants Cl[C:2]1[C:11]2[C:6](=[CH:7][CH:8]=[C:9]([CH3:12])[CH:10]=2)[N:5]([CH3:13])[C:4](=[O:14])[C:3]=1[C:15]#[N:16].[NH:17]1[CH2:22][CH2:21][NH:20][CH2:19][CH2:18]1, predict the reaction product. The product is: [CH3:13][N:5]1[C:6]2[C:11](=[CH:10][C:9]([CH3:12])=[CH:8][CH:7]=2)[C:2]([N:17]2[CH2:22][CH2:21][NH:20][CH2:19][CH2:18]2)=[C:3]([C:15]#[N:16])[C:4]1=[O:14]. (5) Given the reactants [Br:1][C:2]1[C:7]2[N:8]=[CH:9][NH:10][C:6]=2[CH:5]=[C:4]([NH:11][C:12]2[NH:13][CH2:14][CH2:15][N:16]=2)[CH:3]=1.[Br:17]Br.N.CO.CCOC(C)=O, predict the reaction product. The product is: [Br:17][C:5]1[C:6]2[NH:10][CH:9]=[N:8][C:7]=2[C:2]([Br:1])=[CH:3][C:4]=1[NH:11][C:12]1[NH:13][CH2:14][CH2:15][N:16]=1. (6) Given the reactants [CH2:1]([O:3][C:4](=[O:13])[C:5]1[CH:10]=[CH:9][C:8]([NH:11][NH2:12])=[CH:7][CH:6]=1)[CH3:2].[CH3:14][CH:15]([CH3:21])[C:16](=O)[CH2:17][C:18]#[N:19].Cl, predict the reaction product. The product is: [NH2:19][C:18]1[N:11]([C:8]2[CH:9]=[CH:10][C:5]([C:4]([O:3][CH2:1][CH3:2])=[O:13])=[CH:6][CH:7]=2)[N:12]=[C:16]([CH:15]([CH3:21])[CH3:14])[CH:17]=1. (7) Given the reactants C[O:2][C:3](=O)[CH:4]=[CH:5][C:6](=[C:11]([NH:13][C@@H:14]([C:16]1[CH:21]=[CH:20][CH:19]=[CH:18][CH:17]=1)[CH3:15])[CH3:12])[C:7]([O:9][CH3:10])=[O:8].C[O-].[Na+].[Br:26]N1C(=O)CCC1=O, predict the reaction product. The product is: [CH3:10][O:9][C:7]([C:6]1[CH:5]=[C:4]([Br:26])[C:3](=[O:2])[N:13]([C@@H:14]([C:16]2[CH:21]=[CH:20][CH:19]=[CH:18][CH:17]=2)[CH3:15])[C:11]=1[CH3:12])=[O:8]. (8) Given the reactants [F:1][C:2]([F:13])([C:7]1[CH:12]=[CH:11][CH:10]=[CH:9][N:8]=1)[CH2:3][N:4]=[N+]=[N-].[N-]=[N+]=[N-], predict the reaction product. The product is: [F:13][C:2]([F:1])([C:7]1[CH:12]=[CH:11][CH:10]=[CH:9][N:8]=1)[CH2:3][NH2:4]. (9) Given the reactants C(N(CC)CC)C.ClC(OCC(C)C)=O.[C:16]([O:20][C:21]([NH:23][C:24]1([C:30](O)=[O:31])[CH2:29][CH2:28][CH2:27][CH2:26][CH2:25]1)=[O:22])([CH3:19])([CH3:18])[CH3:17].[BH4-].[Na+], predict the reaction product. The product is: [C:16]([O:20][C:21](=[O:22])[NH:23][C:24]1([CH2:30][OH:31])[CH2:29][CH2:28][CH2:27][CH2:26][CH2:25]1)([CH3:19])([CH3:17])[CH3:18]. (10) Given the reactants [C:1]([O:5][C:6](=[O:34])[NH:7][C:8]1([C:12]2[CH:17]=[CH:16][C:15]([C:18]3[C:19]([C:28]4[CH:33]=[CH:32][CH:31]=[CH:30][CH:29]=4)=[CH:20][C:21]4[N:22]([C:24](Br)=[CH:25][N:26]=4)[N:23]=3)=[CH:14][CH:13]=2)[CH2:11][CH2:10][CH2:9]1)([CH3:4])([CH3:3])[CH3:2].[CH:35](B1OB(C=C)OB(C=C)O1)=[CH2:36].C(=O)([O-])[O-].[K+].[K+], predict the reaction product. The product is: [C:1]([O:5][C:6](=[O:34])[NH:7][C:8]1([C:12]2[CH:17]=[CH:16][C:15]([C:18]3[C:19]([C:28]4[CH:33]=[CH:32][CH:31]=[CH:30][CH:29]=4)=[CH:20][C:21]4[N:22]([C:24]([CH:35]=[CH2:36])=[CH:25][N:26]=4)[N:23]=3)=[CH:14][CH:13]=2)[CH2:11][CH2:10][CH2:9]1)([CH3:4])([CH3:3])[CH3:2].